This data is from Merck oncology drug combination screen with 23,052 pairs across 39 cell lines. The task is: Regression. Given two drug SMILES strings and cell line genomic features, predict the synergy score measuring deviation from expected non-interaction effect. (1) Drug 1: N#Cc1ccc(Cn2cncc2CN2CCN(c3cccc(Cl)c3)C(=O)C2)cc1. Drug 2: CNC(=O)c1cc(Oc2ccc(NC(=O)Nc3ccc(Cl)c(C(F)(F)F)c3)cc2)ccn1. Cell line: SKMEL30. Synergy scores: synergy=8.86. (2) Drug 1: COC1CC2CCC(C)C(O)(O2)C(=O)C(=O)N2CCCCC2C(=O)OC(C(C)CC2CCC(OP(C)(C)=O)C(OC)C2)CC(=O)C(C)C=C(C)C(O)C(OC)C(=O)C(C)CC(C)C=CC=CC=C1C. Drug 2: NC1CCCCC1N.O=C(O)C(=O)O.[Pt+2]. Cell line: CAOV3. Synergy scores: synergy=-13.0. (3) Drug 1: CN(Cc1cnc2nc(N)nc(N)c2n1)c1ccc(C(=O)NC(CCC(=O)O)C(=O)O)cc1. Drug 2: Cn1cc(-c2cnn3c(N)c(Br)c(C4CCCNC4)nc23)cn1. Cell line: SKMEL30. Synergy scores: synergy=1.03. (4) Drug 1: O=c1[nH]cc(F)c(=O)[nH]1. Drug 2: Cn1nnc2c(C(N)=O)ncn2c1=O. Cell line: ZR751. Synergy scores: synergy=-52.0. (5) Drug 1: O=c1[nH]cc(F)c(=O)[nH]1. Drug 2: Cn1cc(-c2cnn3c(N)c(Br)c(C4CCCNC4)nc23)cn1. Cell line: LNCAP. Synergy scores: synergy=3.69. (6) Drug 1: COc1cccc2c1C(=O)c1c(O)c3c(c(O)c1C2=O)CC(O)(C(=O)CO)CC3OC1CC(N)C(O)C(C)O1. Drug 2: O=C(NOCC(O)CO)c1ccc(F)c(F)c1Nc1ccc(I)cc1F. Cell line: A2058. Synergy scores: synergy=12.4. (7) Drug 1: CNC(=O)c1cc(Oc2ccc(NC(=O)Nc3ccc(Cl)c(C(F)(F)F)c3)cc2)ccn1. Drug 2: CCc1cnn2c(NCc3ccc[n+]([O-])c3)cc(N3CCCCC3CCO)nc12. Cell line: HT144. Synergy scores: synergy=-2.99. (8) Synergy scores: synergy=-7.01. Cell line: HT29. Drug 1: NC1CCCCC1N.O=C(O)C(=O)O.[Pt+2]. Drug 2: CNC(=O)c1cc(Oc2ccc(NC(=O)Nc3ccc(Cl)c(C(F)(F)F)c3)cc2)ccn1.